Predict the reactants needed to synthesize the given product. From a dataset of Full USPTO retrosynthesis dataset with 1.9M reactions from patents (1976-2016). (1) Given the product [OH:6][CH2:7][C:8]1[C:13]([CH3:14])=[CH:12][N:11]=[C:10]([NH:15][C:16]2[S:17][C:18]([C:21]#[N:22])=[CH:19][N:20]=2)[CH:9]=1, predict the reactants needed to synthesize it. The reactants are: C([SiH2][O:6][C:7](C)(C)[C:8]1[C:13]([CH3:14])=[CH:12][N:11]=[C:10]([NH:15][C:16]2[S:17][C:18]([C:21]#[N:22])=[CH:19][N:20]=2)[CH:9]=1)(C)(C)C.C1C=CN=CC=1.F.C([O-])([O-])=O.[K+].[K+]. (2) Given the product [N:20]1[CH:25]=[CH:24][N:23]=[CH:22][C:21]=1[NH:26][C:27]1[S:28][C:7]([C:4]2[CH:5]=[CH:6][N:1]=[CH:2][N:3]=2)=[C:8]([C:10]2[CH:11]=[C:12]([CH:15]=[CH:16][CH:17]=2)[C:13]#[N:14])[N:29]=1, predict the reactants needed to synthesize it. The reactants are: [N:1]1[CH:6]=[CH:5][C:4]([CH2:7][C:8]([C:10]2[CH:11]=[C:12]([CH:15]=[CH:16][CH:17]=2)[C:13]#[N:14])=O)=[N:3][CH:2]=1.BrBr.[N:20]1[CH:25]=[CH:24][N:23]=[CH:22][C:21]=1[NH:26][C:27]([NH2:29])=[S:28]. (3) Given the product [Cl:22][C:23]1[CH:28]=[CH:27][C:26]([CH2:29][CH2:30][NH:31][C:9](=[O:11])[CH2:8][N:7]2[C:2](=[O:1])[C:3]3[CH:15]=[CH:14][CH:13]=[CH:12][C:4]=3[N:5]=[N:6]2)=[CH:25][CH:24]=1, predict the reactants needed to synthesize it. The reactants are: [O:1]=[C:2]1[N:7]([CH2:8][C:9]([OH:11])=O)[N:6]=[N:5][C:4]2[CH:12]=[CH:13][CH:14]=[CH:15][C:3]1=2.C(Cl)(=O)C(Cl)=O.[Cl:22][C:23]1[CH:28]=[CH:27][C:26]([CH2:29][CH2:30][NH2:31])=[CH:25][CH:24]=1.C(N(CC)CC)C. (4) Given the product [N:25]([CH2:20][C:19]([NH:18][C:14]1[CH:13]=[CH:12][CH:11]=[C:10]2[C:15]=1[C:16](=[O:17])[N:8]([CH:7]1[CH2:6][CH2:5][C:4](=[O:24])[NH:3][C:2]1=[O:1])[C:9]2=[O:23])=[O:22])=[N+:26]=[N-:27], predict the reactants needed to synthesize it. The reactants are: [O:1]=[C:2]1[CH:7]([N:8]2[C:16](=[O:17])[C:15]3[C:10](=[CH:11][CH:12]=[CH:13][C:14]=3[NH:18][C:19](=[O:22])[CH2:20]Cl)[C:9]2=[O:23])[CH2:6][CH2:5][C:4](=[O:24])[NH:3]1.[N-:25]=[N+:26]=[N-:27].[Na+]. (5) Given the product [CH3:1][C:2]1([CH3:26])[CH2:11][CH2:10][C:9]([CH3:12])([CH3:13])[C:8]2[CH:7]=[C:6]([O:14][CH2:15][CH2:16][O:17][C:18]3[CH:19]=[CH:20][C:21]([CH:22]=[C:28]([C:27]([O:34][CH3:35])=[O:33])[C:29]([O:31][CH3:32])=[O:30])=[CH:24][CH:25]=3)[CH:5]=[CH:4][C:3]1=2, predict the reactants needed to synthesize it. The reactants are: [CH3:1][C:2]1([CH3:26])[CH2:11][CH2:10][C:9]([CH3:13])([CH3:12])[C:8]2[CH:7]=[C:6]([O:14][CH2:15][CH2:16][O:17][C:18]3[CH:25]=[CH:24][C:21]([CH:22]=O)=[CH:20][CH:19]=3)[CH:5]=[CH:4][C:3]1=2.[C:27]([O:34][CH3:35])(=[O:33])[CH2:28][C:29]([O:31][CH3:32])=[O:30].C([O-])(=O)C.[NH2+]1CCCCC1. (6) Given the product [NH2:5][C:8]([CH3:38])([CH3:37])[CH2:9][O:10][C:11]1[CH:16]=[CH:15][C:14]([NH:17][C:18](=[O:29])[C:19]2[CH:24]=[CH:23][CH:22]=[C:21]([C:25]([F:28])([F:26])[F:27])[CH:20]=2)=[CH:13][C:12]=1[C:30]1[N:31]([CH3:36])[N:32]=[CH:33][C:34]=1[Cl:35], predict the reactants needed to synthesize it. The reactants are: C(Cl)(=O)C.[N+:5]([C:8]([CH3:38])([CH3:37])[CH2:9][O:10][C:11]1[CH:16]=[CH:15][C:14]([NH:17][C:18](=[O:29])[C:19]2[CH:24]=[CH:23][CH:22]=[C:21]([C:25]([F:28])([F:27])[F:26])[CH:20]=2)=[CH:13][C:12]=1[C:30]1[N:31]([CH3:36])[N:32]=[CH:33][C:34]=1[Cl:35])([O-])=O.